Dataset: KCNQ2 potassium channel screen with 302,405 compounds. Task: Binary Classification. Given a drug SMILES string, predict its activity (active/inactive) in a high-throughput screening assay against a specified biological target. The molecule is s1c(CN2CC(N(C3CCCC3)CC2)CCO)cnc1N1CCOCC1. The result is 0 (inactive).